Dataset: Peptide-MHC class I binding affinity with 185,985 pairs from IEDB/IMGT. Task: Regression. Given a peptide amino acid sequence and an MHC pseudo amino acid sequence, predict their binding affinity value. This is MHC class I binding data. The peptide sequence is GTFKSVAVK. The MHC is HLA-B58:01 with pseudo-sequence HLA-B58:01. The binding affinity (normalized) is 0.0847.